This data is from Forward reaction prediction with 1.9M reactions from USPTO patents (1976-2016). The task is: Predict the product of the given reaction. (1) Given the reactants Cl.[F:2][C:3]([F:16])([F:15])[CH2:4][O:5][C:6]1[N:11]=[CH:10][C:9]([CH:12]([NH2:14])[CH3:13])=[CH:8][CH:7]=1.[C:17]([NH:20][C:21]1[CH:22]=[C:23]([CH:27]=[CH:28][N:29]=1)[C:24](O)=[O:25])(=[O:19])[CH3:18].CN(C(ON1N=NC2C=CC=CC1=2)=[N+](C)C)C.F[P-](F)(F)(F)(F)F.C(N(CC)CC)C, predict the reaction product. The product is: [C:17]([NH:20][C:21]1[CH:22]=[C:23]([CH:27]=[CH:28][N:29]=1)[C:24]([NH:14][CH:12]([C:9]1[CH:10]=[N:11][C:6]([O:5][CH2:4][C:3]([F:2])([F:15])[F:16])=[CH:7][CH:8]=1)[CH3:13])=[O:25])(=[O:19])[CH3:18]. (2) Given the reactants [Si:1]([O:8][CH2:9][CH:10]1[N:15]([S:16]([C:19]2[CH:24]=[CH:23][CH:22]=[C:21]([N+:25]([O-])=O)[CH:20]=2)(=[O:18])=[O:17])[C:14]2[CH:28]=[CH:29][CH:30]=[CH:31][C:13]=2[O:12][CH2:11]1)([C:4]([CH3:7])([CH3:6])[CH3:5])([CH3:3])[CH3:2], predict the reaction product. The product is: [Si:1]([O:8][CH2:9][CH:10]1[N:15]([S:16]([C:19]2[CH:20]=[C:21]([CH:22]=[CH:23][CH:24]=2)[NH2:25])(=[O:18])=[O:17])[C:14]2[CH:28]=[CH:29][CH:30]=[CH:31][C:13]=2[O:12][CH2:11]1)([C:4]([CH3:7])([CH3:5])[CH3:6])([CH3:2])[CH3:3]. (3) Given the reactants [C:1]1([C@H:7]([O:9][C:10]([NH:12][C:13]2[CH:17]=[CH:16][O:15][C:14]=2[C:18]2[CH:23]=[CH:22][C:21]([C:24]3[CH:29]=[CH:28][C:27]([C:30]4([C:33]([O:35]C)=[O:34])[CH2:32][CH2:31]4)=[CH:26][CH:25]=3)=[CH:20][CH:19]=2)=[O:11])[CH3:8])[CH:6]=[CH:5][CH:4]=[CH:3][CH:2]=1.O[Li].O.O1CCOCC1, predict the reaction product. The product is: [C:1]1([C@H:7]([O:9][C:10]([NH:12][C:13]2[CH:17]=[CH:16][O:15][C:14]=2[C:18]2[CH:23]=[CH:22][C:21]([C:24]3[CH:25]=[CH:26][C:27]([C:30]4([C:33]([OH:35])=[O:34])[CH2:31][CH2:32]4)=[CH:28][CH:29]=3)=[CH:20][CH:19]=2)=[O:11])[CH3:8])[CH:6]=[CH:5][CH:4]=[CH:3][CH:2]=1. (4) Given the reactants C[Si]([Br:5])(C)C.Cl[C:7]1[C:12]2[S:13][C:14]([C:16]3[C:21]([F:22])=[CH:20][CH:19]=[CH:18][C:17]=3[Cl:23])=[N:15][C:11]=2[C:10]([F:24])=[CH:9][N:8]=1.C(=O)([O-])[O-].[K+].[K+], predict the reaction product. The product is: [Br:5][C:7]1[C:12]2[S:13][C:14]([C:16]3[C:21]([F:22])=[CH:20][CH:19]=[CH:18][C:17]=3[Cl:23])=[N:15][C:11]=2[C:10]([F:24])=[CH:9][N:8]=1. (5) Given the reactants [Br:1][C:2]1[S:3][C:4]([CH3:10])=[CH:5][C:6]=1[C:7]([OH:9])=O.S(Cl)(Cl)=O.[NH2:15][C:16]1[CH:21]=[CH:20][CH:19]=[C:18]([CH3:22])[C:17]=1[OH:23], predict the reaction product. The product is: [OH:23][C:17]1[C:18]([CH3:22])=[CH:19][CH:20]=[CH:21][C:16]=1[NH:15][C:7]([C:6]1[CH:5]=[C:4]([CH3:10])[S:3][C:2]=1[Br:1])=[O:9]. (6) Given the reactants [NH2:1][C:2]1[CH:3]=[C:4]([OH:9])[CH:5]=[CH:6][C:7]=1[F:8].C(S[C:15](=[O:32])[CH:16]([CH2:20][C:21]1[CH:26]=[CH:25][C:24]([S:27]([CH2:30][CH3:31])(=[O:29])=[O:28])=[CH:23][CH:22]=1)[C:17](=[O:19])[CH3:18])(C)(C)C, predict the reaction product. The product is: [CH2:30]([S:27]([C:24]1[CH:25]=[CH:26][C:21]([CH2:20][CH:16]([C:17](=[O:19])[CH3:18])[C:15]([NH:1][C:2]2[CH:3]=[C:4]([OH:9])[CH:5]=[CH:6][C:7]=2[F:8])=[O:32])=[CH:22][CH:23]=1)(=[O:29])=[O:28])[CH3:31]. (7) Given the reactants [CH3:1][S:2]([O:5]S(C)(=O)=O)(=O)=[O:3].[NH2:10][C:11]1[C:20]2[N:21]=[C:22]([CH2:35][O:36][CH2:37][CH3:38])[N:23]([CH2:24][C:25]([N:28](C(C)C)[C:29]([NH2:31])=[O:30])([CH3:27])[CH3:26])[C:19]=2[C:18]2[CH:17]=[CH:16][C:15]([O:39][CH2:40][CH2:41][CH2:42][CH2:43][CH2:44][CH2:45][NH2:46])=[CH:14][C:13]=2[N:12]=1.C(N([CH2:52][CH3:53])CC)C.Cl[CH2:55]Cl, predict the reaction product. The product is: [NH2:10][C:11]1[C:20]2[N:21]=[C:22]([CH2:35][O:36][CH2:37][CH3:38])[N:23]([CH2:24][C:25]([NH:28][C:29]([NH:31][CH:52]([CH3:53])[CH3:55])=[O:30])([CH3:27])[CH3:26])[C:19]=2[C:18]2[CH:17]=[CH:16][C:15]([O:39][CH2:40][CH2:41][CH2:42][CH2:43][CH2:44][CH2:45][NH:46][S:2]([CH3:1])(=[O:5])=[O:3])=[CH:14][C:13]=2[N:12]=1. (8) Given the reactants [F:1][C:2]1[CH:3]=[C:4]([C:10]2[N:11]=[C:12]([CH3:27])[C:13]3[C:18](I)=[CH:17][N:16](C(OC(C)(C)C)=O)[C:14]=3[N:15]=2)[CH:5]=[CH:6][C:7]=1[O:8][CH3:9].[O-]P([O-])([O-])=O.[K+].[K+].[K+].[CH3:36][O:37][C:38](=[O:42])[CH2:39][CH2:40][SH:41].N1CCC[C@H]1C(O)=O, predict the reaction product. The product is: [F:1][C:2]1[CH:3]=[C:4]([C:10]2[N:11]=[C:12]([CH3:27])[C:13]3[C:18]([S:41][CH2:40][CH2:39][C:38]([O:37][CH3:36])=[O:42])=[CH:17][NH:16][C:14]=3[N:15]=2)[CH:5]=[CH:6][C:7]=1[O:8][CH3:9]. (9) Given the reactants [ClH:1].C(OC([N:9]1[CH2:15][CH2:14][C:13]2[N:16]=[N:17][C:18](C3C=CC=CC=3)=C[C:12]=2[CH2:11][CH2:10]1)=O)(C)(C)C.[O:26]1[CH2:31][CH2:30]OCC1, predict the reaction product. The product is: [ClH:1].[CH3:18][N:17]1[N:16]=[C:13]2[CH2:14][CH2:15][NH:9][CH2:10][CH2:11][C:12]2=[CH:30][C:31]1=[O:26].